Dataset: Catalyst prediction with 721,799 reactions and 888 catalyst types from USPTO. Task: Predict which catalyst facilitates the given reaction. (1) Reactant: [F:1][C:2]1[CH:3]=[C:4]([OH:11])[C:5](=[CH:9][CH:10]=1)[C:6](Cl)=[O:7].C([N:15](CC)[CH:16]([CH3:18])C)(C)C.Cl.C(#[N:24])C. Product: [C:16]([CH2:18][NH:24][C:6](=[O:7])[C:5]1[CH:9]=[CH:10][C:2]([F:1])=[CH:3][C:4]=1[OH:11])#[N:15]. The catalyst class is: 4. (2) Reactant: C(OC(NCCC[N:15]1[C:23]2[C:18](=[CH:19][C:20]([C:24](=[O:32])[NH:25][C:26]3[CH:31]=[CH:30][CH:29]=[CH:28][CH:27]=3)=[CH:21][CH:22]=2)[CH:17]=[C:16]1[C:33]([OH:35])=[O:34])=O)C1C=CC=CC=1. Product: [C:33]([OH:35])(=[O:34])[CH3:16].[NH2:15][CH2:16][CH2:17][CH2:18][C:17]1[C:18]2[C:23](=[CH:22][CH:21]=[C:20]([C:24](=[O:32])[NH:25][C:26]3[CH:27]=[CH:28][CH:29]=[CH:30][CH:31]=3)[CH:19]=2)[NH:15][C:16]=1[C:33]([OH:35])=[O:34]. The catalyst class is: 19.